Task: Predict the reactants needed to synthesize the given product.. Dataset: Full USPTO retrosynthesis dataset with 1.9M reactions from patents (1976-2016) Given the product [C:1]([N:4]1[C:13]2[C:8](=[CH:9][C:10]([C:34]3[CH:33]=[N:32][N:31]([CH2:30][CH2:29][O:28][CH3:27])[CH:35]=3)=[CH:11][CH:12]=2)[C@H:7]([NH:15][C:16]2[CH:23]=[CH:22][C:19]([C:20]#[N:21])=[CH:18][N:17]=2)[CH2:6][C@@H:5]1[CH3:24])(=[O:3])[CH3:2], predict the reactants needed to synthesize it. The reactants are: [C:1]([N:4]1[C:13]2[C:8](=[CH:9][C:10](Br)=[CH:11][CH:12]=2)[C@H:7]([NH:15][C:16]2[CH:23]=[CH:22][C:19]([C:20]#[N:21])=[CH:18][N:17]=2)[CH2:6][C@@H:5]1[CH3:24])(=[O:3])[CH3:2].[OH-].[K+].[CH3:27][O:28][CH2:29][CH2:30][N:31]1[CH:35]=[C:34](B2OC(C)(C)C(C)(C)O2)[CH:33]=[N:32]1.CCO.